This data is from Peptide-MHC class I binding affinity with 185,985 pairs from IEDB/IMGT. The task is: Regression. Given a peptide amino acid sequence and an MHC pseudo amino acid sequence, predict their binding affinity value. This is MHC class I binding data. (1) The peptide sequence is WIPKRNRSI. The MHC is HLA-B46:01 with pseudo-sequence HLA-B46:01. The binding affinity (normalized) is 0.0847. (2) The peptide sequence is FYPINDDFY. The MHC is HLA-A69:01 with pseudo-sequence HLA-A69:01. The binding affinity (normalized) is 0.0847. (3) The peptide sequence is MLDDFSAGA. The MHC is HLA-A68:02 with pseudo-sequence HLA-A68:02. The binding affinity (normalized) is 0.145. (4) The peptide sequence is TPPLVRLVF. The MHC is Mamu-B1001 with pseudo-sequence Mamu-B1001. The binding affinity (normalized) is 0.542. (5) The peptide sequence is LTVKHMANV. The MHC is HLA-B48:01 with pseudo-sequence HLA-B48:01. The binding affinity (normalized) is 0.0847. (6) The peptide sequence is SSFFMNRFY. The MHC is HLA-A26:01 with pseudo-sequence HLA-A26:01. The binding affinity (normalized) is 0.528. (7) The peptide sequence is QTSTLYDFY. The MHC is HLA-A30:01 with pseudo-sequence HLA-A30:01. The binding affinity (normalized) is 0.0847. (8) The peptide sequence is SDYLELDTI. The MHC is HLA-A26:01 with pseudo-sequence HLA-A26:01. The binding affinity (normalized) is 0. (9) The peptide sequence is QINELHHSK. The MHC is HLA-A26:02 with pseudo-sequence HLA-A26:02. The binding affinity (normalized) is 0.0847. (10) The peptide sequence is KIPNDNIIE. The MHC is HLA-B08:01 with pseudo-sequence HLA-B08:01. The binding affinity (normalized) is 0.0847.